From a dataset of Forward reaction prediction with 1.9M reactions from USPTO patents (1976-2016). Predict the product of the given reaction. Given the reactants [Cl:1][C:2]1[CH:3]=[CH:4][C:5]2[N:11]([CH2:12][C:13]([CH3:17])([CH3:16])[CH2:14][OH:15])[C:10](=[O:18])[C@@H:9]([CH2:19][C:20]([C:22]3[S:23][CH:24]=[C:25]([CH2:27][C:28]([O:30]CC)=[O:29])[N:26]=3)=[O:21])[O:8][C@H:7]([C:33]3[CH:38]=[CH:37][CH:36]=[C:35]([O:39][CH3:40])[C:34]=3[O:41][CH3:42])[C:6]=2[CH:43]=1.C(=O)([O-])[O-].[K+].[K+].Cl, predict the reaction product. The product is: [Cl:1][C:2]1[CH:3]=[CH:4][C:5]2[N:11]([CH2:12][C:13]([CH3:17])([CH3:16])[CH2:14][OH:15])[C:10](=[O:18])[C@@H:9]([CH2:19][C:20]([C:22]3[S:23][CH:24]=[C:25]([CH2:27][C:28]([OH:30])=[O:29])[N:26]=3)=[O:21])[O:8][C@H:7]([C:33]3[CH:38]=[CH:37][CH:36]=[C:35]([O:39][CH3:40])[C:34]=3[O:41][CH3:42])[C:6]=2[CH:43]=1.